Dataset: Catalyst prediction with 721,799 reactions and 888 catalyst types from USPTO. Task: Predict which catalyst facilitates the given reaction. (1) Reactant: Cl.[Cl:2][C:3]1[CH:4]=[C:5]([N:9]2[C:13]([CH2:14][NH2:15])=[CH:12][C:11]([C:16]([F:19])([F:18])[F:17])=[N:10]2)[CH:6]=[CH:7][CH:8]=1.[F:20][C:21]1[CH:22]=[C:23]([NH:32][C:33](=O)[O:34]C2C=CC=CC=2)[CH:24]=[CH:25][C:26]=1[O:27][CH2:28][CH2:29][O:30][CH3:31]. Product: [Cl:2][C:3]1[CH:4]=[C:5]([N:9]2[C:13]([CH2:14][NH:15][C:33]([NH:32][C:23]3[CH:24]=[CH:25][C:26]([O:27][CH2:28][CH2:29][O:30][CH3:31])=[C:21]([F:20])[CH:22]=3)=[O:34])=[CH:12][C:11]([C:16]([F:17])([F:18])[F:19])=[N:10]2)[CH:6]=[CH:7][CH:8]=1. The catalyst class is: 34. (2) Reactant: [S:1]1[CH:5]=[CH:4][CH:3]=[C:2]1[CH2:6]C(O)=O.C([N:12]([CH2:15]C)CC)C.C1(P(N=[N+]=[N-])(C2C=CC=CC=2)=[O:24])C=CC=CC=1. Product: [S:1]1[CH:5]=[CH:4][CH:3]=[C:2]1[CH2:6][N:12]=[C:15]=[O:24]. The catalyst class is: 11. (3) Reactant: [Br:1][C:2]1[CH:3]=[C:4]([C:9]([O:11][CH3:12])=[O:10])[CH:5]=[N:6][C:7]=1I.[CH3:13]B1OB(C)OB(C)O1.C(Cl)Cl.C(=O)([O-])[O-].[K+].[K+]. Product: [Br:1][C:2]1[CH:3]=[C:4]([C:9]([O:11][CH3:12])=[O:10])[CH:5]=[N:6][C:7]=1[CH3:13]. The catalyst class is: 294. (4) Reactant: [Cl:1][C:2]1[C:3]2[C:10]([I:11])=[CH:9][NH:8][C:4]=2[N:5]=[CH:6][N:7]=1.[N+:12]([C:15]1[CH:16]=[C:17](B(O)O)[CH:18]=[CH:19][CH:20]=1)([O-:14])=[O:13].N1C=CC=CC=1. Product: [Cl:1][C:2]1[C:3]2[C:10]([I:11])=[CH:9][N:8]([C:19]3[CH:18]=[CH:17][CH:16]=[C:15]([N+:12]([O-:14])=[O:13])[CH:20]=3)[C:4]=2[N:5]=[CH:6][N:7]=1. The catalyst class is: 749. (5) Reactant: [Cl:1][C:2]1[CH:3]=[C:4]([C:19](OC)=[O:20])[C:5]2[O:9][C:8]([C:10]3[CH:15]=[CH:14][C:13]([F:16])=[CH:12][C:11]=3[F:17])=[CH:7][C:6]=2[CH:18]=1.[H-].[Al+3].[Li+].[H-].[H-].[H-]. Product: [Cl:1][C:2]1[CH:3]=[C:4]([CH2:19][OH:20])[C:5]2[O:9][C:8]([C:10]3[CH:15]=[CH:14][C:13]([F:16])=[CH:12][C:11]=3[F:17])=[CH:7][C:6]=2[CH:18]=1. The catalyst class is: 7. (6) Reactant: [NH2:1][C:2]1[C:3]([F:17])=[C:4](/[CH:8]=[CH:9]/[C:10]([O:12][C:13]([CH3:16])([CH3:15])[CH3:14])=[O:11])[CH:5]=[CH:6][CH:7]=1. Product: [NH2:1][C:2]1[C:3]([F:17])=[C:4]([CH2:8][CH2:9][C:10]([O:12][C:13]([CH3:15])([CH3:14])[CH3:16])=[O:11])[CH:5]=[CH:6][CH:7]=1. The catalyst class is: 791. (7) Reactant: [CH3:1][C:2]1[CH:3]=[CH:4][C:5]([C:8]2[N:12]([C:13]3[CH:14]=[N:15][CH:16]=[CH:17][CH:18]=3)[N:11]=[C:10]([C:19]([OH:21])=O)[CH:9]=2)=[N:6][CH:7]=1.[CH3:22][N:23]1[CH2:28][CH2:27][NH:26][CH2:25][CH2:24]1.ON1C2C=CC=CC=2N=N1.Cl.C(N=C=NCCCN(C)C)C. Product: [CH3:1][C:2]1[CH:3]=[CH:4][C:5]([C:8]2[N:12]([C:13]3[CH:14]=[N:15][CH:16]=[CH:17][CH:18]=3)[N:11]=[C:10]([C:19]([N:26]3[CH2:27][CH2:28][N:23]([CH3:22])[CH2:24][CH2:25]3)=[O:21])[CH:9]=2)=[N:6][CH:7]=1. The catalyst class is: 236. (8) Reactant: [C:1]([NH:4][CH:5]([C:14]1[CH:19]=[CH:18][CH:17]=[CH:16][CH:15]=1)[C:6]([C:8]1[CH:13]=[CH:12][N:11]=[CH:10][CH:9]=1)=[O:7])(=O)[CH3:2].[OH-].[Na+]. Product: [CH3:2][C:1]1[O:7][C:6]([C:8]2[CH:13]=[CH:12][N:11]=[CH:10][CH:9]=2)=[C:5]([C:14]2[CH:19]=[CH:18][CH:17]=[CH:16][CH:15]=2)[N:4]=1. The catalyst class is: 82. (9) Reactant: [Br:1][C:2]1[CH:3]=[C:4]([OH:8])[CH:5]=[CH:6][CH:7]=1.C(=O)([O-])[O-].[K+].[K+].[I-].[K+].[C:17]([O:21][C:22](=[O:27])[NH:23][CH2:24][CH2:25]Br)([CH3:20])([CH3:19])[CH3:18]. Product: [Br:1][C:2]1[CH:3]=[C:4]([CH:5]=[CH:6][CH:7]=1)[O:8][CH2:25][CH2:24][NH:23][C:22](=[O:27])[O:21][C:17]([CH3:20])([CH3:19])[CH3:18]. The catalyst class is: 3. (10) Reactant: [CH2:1]([O:8][C:9]1[CH:14]=[C:13]([O:15][CH2:16][C:17]2[CH:22]=[CH:21][CH:20]=[CH:19][CH:18]=2)[CH:12]=[C:11]([O:23][Si](C(C)(C)C)(C)C)[C:10]=1[CH2:31][C@@H:32]([OH:57])[C@@H:33]([C:35]1[CH:40]=[CH:39][C:38]([O:41][CH2:42][C:43]2[CH:48]=[CH:47][CH:46]=[CH:45][CH:44]=2)=[C:37]([O:49][CH2:50][C:51]2[CH:56]=[CH:55][CH:54]=[CH:53][CH:52]=2)[CH:36]=1)[OH:34])[C:2]1[CH:7]=[CH:6][CH:5]=[CH:4][CH:3]=1.C(O)(=O)C.C(OCC)(=O)C.CCCCCCC. Product: [CH2:1]([O:8][C:9]1[CH:14]=[C:13]([O:15][CH2:16][C:17]2[CH:18]=[CH:19][CH:20]=[CH:21][CH:22]=2)[CH:12]=[C:11]([OH:23])[C:10]=1[CH2:31][C@@H:32]([OH:57])[C@@H:33]([C:35]1[CH:40]=[CH:39][C:38]([O:41][CH2:42][C:43]2[CH:48]=[CH:47][CH:46]=[CH:45][CH:44]=2)=[C:37]([O:49][CH2:50][C:51]2[CH:52]=[CH:53][CH:54]=[CH:55][CH:56]=2)[CH:36]=1)[OH:34])[C:2]1[CH:7]=[CH:6][CH:5]=[CH:4][CH:3]=1. The catalyst class is: 7.